The task is: Predict which catalyst facilitates the given reaction.. This data is from Catalyst prediction with 721,799 reactions and 888 catalyst types from USPTO. (1) Reactant: [O:1]1[CH2:6][CH2:5][N:4]([C:7]2[C:8]3[CH2:23][CH2:22][C:21]4([CH2:25][CH2:24]4)[O:20][C:9]=3[N:10]=[C:11]([C:13]3[CH:19]=[CH:18][C:16]([NH2:17])=[CH:15][CH:14]=3)[N:12]=2)[CH2:3][CH2:2]1.C(N(CC)CC)C.Cl[C:34](Cl)([O:36]C(=O)OC(Cl)(Cl)Cl)Cl.[O:45]1[CH2:48][CH:47]([NH2:49])[CH2:46]1. Product: [O:1]1[CH2:2][CH2:3][N:4]([C:7]2[C:8]3[CH2:23][CH2:22][C:21]4([CH2:25][CH2:24]4)[O:20][C:9]=3[N:10]=[C:11]([C:13]3[CH:14]=[CH:15][C:16]([NH:17][C:34]([NH:49][CH:47]4[CH2:48][O:45][CH2:46]4)=[O:36])=[CH:18][CH:19]=3)[N:12]=2)[CH2:5][CH2:6]1. The catalyst class is: 325. (2) Reactant: [N+:1]([C:4]1[CH:9]=[CH:8][CH:7]=[CH:6][C:5]=1[NH:10][C:11]1[CH:16]=[CH:15][CH:14]=[CH:13][C:12]=1[CH3:17])([O-])=O. Product: [C:12]1([CH3:17])[CH:13]=[CH:14][CH:15]=[CH:16][C:11]=1[NH:10][C:5]1[C:4]([NH2:1])=[CH:9][CH:8]=[CH:7][CH:6]=1. The catalyst class is: 78. (3) Reactant: [CH2:1]([O:3][C:4]1[C:12]2[CH2:11][N:10]([C:13]3[CH:18]=[CH:17][C:16]([CH2:19][C:20]([O:22]CC)=[O:21])=[C:15]([F:25])[CH:14]=3)[C:9](=[O:26])[C:8]=2[C:7]([O:27][CH2:28][CH3:29])=[C:6]2[CH:30]=[CH:31][CH:32]=[CH:33][C:5]=12)[CH3:2].C(O)(=O)C.Cl.ClCCl. Product: [CH2:1]([O:3][C:4]1[C:12]2[CH2:11][N:10]([C:13]3[CH:18]=[CH:17][C:16]([CH2:19][C:20]([OH:22])=[O:21])=[C:15]([F:25])[CH:14]=3)[C:9](=[O:26])[C:8]=2[C:7]([O:27][CH2:28][CH3:29])=[C:6]2[CH:30]=[CH:31][CH:32]=[CH:33][C:5]=12)[CH3:2]. The catalyst class is: 5. (4) Reactant: [CH3:1][NH:2][C:3]1[CH:8]=[C:7]([N:9]2[CH2:14][CH2:13][N:12]([CH3:15])[CH2:11][CH2:10]2)[C:6]([N+:16]([O-])=O)=[CH:5][N:4]=1. Product: [CH3:1][NH:2][C:3]1[CH:8]=[C:7]([N:9]2[CH2:14][CH2:13][N:12]([CH3:15])[CH2:11][CH2:10]2)[C:6]([NH2:16])=[CH:5][N:4]=1. The catalyst class is: 19.